The task is: Predict the reactants needed to synthesize the given product.. This data is from Full USPTO retrosynthesis dataset with 1.9M reactions from patents (1976-2016). Given the product [CH3:17][O:16][C:14](=[O:15])[CH2:13][C:3]1[CH:4]=[C:5]([O:11][CH3:12])[C:6]([N+:8]([O-:10])=[O:9])=[CH:7][C:2]=1[Cl:1], predict the reactants needed to synthesize it. The reactants are: [Cl:1][C:2]1[CH:7]=[C:6]([N+:8]([O-:10])=[O:9])[C:5]([O:11][CH3:12])=[CH:4][C:3]=1[CH:13](C(OC)=O)[C:14]([O:16][CH3:17])=[O:15].[Cl-].[Na+].O.CCOC(C)=O.